Dataset: Forward reaction prediction with 1.9M reactions from USPTO patents (1976-2016). Task: Predict the product of the given reaction. (1) The product is: [N:12]1([C:10]([C:7]2[CH:8]=[CH:9][C:4]([NH2:1])=[CH:5][CH:6]=2)=[O:11])[CH2:15][CH2:14][CH2:13]1. Given the reactants [N+:1]([C:4]1[CH:9]=[CH:8][C:7]([C:10]([N:12]2[CH2:15][CH2:14][CH2:13]2)=[O:11])=[CH:6][CH:5]=1)([O-])=O, predict the reaction product. (2) Given the reactants [NH2:1][C:2]1[CH:3]=[C:4]2[C:9](=[CH:10][CH:11]=1)[N:8]=[CH:7][N:6]=[C:5]2[NH:12][C:13]1[CH:18]=[CH:17][CH:16]=[C:15]([Br:19])[CH:14]=1.[C:20]1(=[O:26])[O:25][C:23](=[O:24])[CH:22]=[CH:21]1, predict the reaction product. The product is: [Br:19][C:15]1[CH:14]=[C:13]([NH:12][C:5]2[C:4]3[C:9](=[CH:10][CH:11]=[C:2]([NH:1][C:20]([CH:21]=[CH:22][C:23]([OH:25])=[O:24])=[O:26])[CH:3]=3)[N:8]=[CH:7][N:6]=2)[CH:18]=[CH:17][CH:16]=1. (3) Given the reactants [CH2:1]([O:8][C@H:9]1[C@@H:16]2[C@@H:12]([O:13][C:14](C)([CH3:17])[O:15]2)[O:11][C@@:10]1([CH2:21][O:22][CH2:23][C:24]1[CH:29]=[CH:28][CH:27]=[CH:26][CH:25]=1)[CH:19]=[CH2:20])[C:2]1[CH:7]=[CH:6][CH:5]=[CH:4][CH:3]=1.OS(O)(=O)=O.C([O-])(O)=O.[Na+].[CH3:40][C:41]([OH:43])=[O:42].[CH3:40][C:41]([O:43]C(C)=O)=[O:42], predict the reaction product. The product is: [C:41]([O:43][CH:12]1[C@H:16]([O:15][C:14](=[O:13])[CH3:17])[C@H:9]([O:8][CH2:1][C:2]2[CH:7]=[CH:6][CH:5]=[CH:4][CH:3]=2)[C@:10]([CH2:21][O:22][CH2:23][C:24]2[CH:25]=[CH:26][CH:27]=[CH:28][CH:29]=2)([CH:19]=[CH2:20])[O:11]1)(=[O:42])[CH3:40]. (4) Given the reactants [N:1]1[CH:6]=[CH:5][CH:4]=[C:3]2[C:7](=O)[C:8]3[C:13]([C:2]=12)=[CH:12][CH:11]=[CH:10][CH:9]=3.O.NN, predict the reaction product. The product is: [N:1]1[CH:6]=[CH:5][CH:4]=[C:3]2[CH2:7][C:8]3[C:13]([C:2]=12)=[CH:12][CH:11]=[CH:10][CH:9]=3. (5) Given the reactants [CH2:1]([O:8][C:9]1[CH:14]=[CH:13][N:12]=[C:11]([NH2:15])[CH:10]=1)[C:2]1[CH:7]=[CH:6][CH:5]=[CH:4][CH:3]=1.[Br:16]Br, predict the reaction product. The product is: [CH2:1]([O:8][C:9]1[C:14]([Br:16])=[CH:13][N:12]=[C:11]([NH2:15])[CH:10]=1)[C:2]1[CH:3]=[CH:4][CH:5]=[CH:6][CH:7]=1.